This data is from Catalyst prediction with 721,799 reactions and 888 catalyst types from USPTO. The task is: Predict which catalyst facilitates the given reaction. (1) Reactant: [F:1][C:2]1[N:7]=[CH:6][C:5]([CH:8]2[O:12][CH:11]([CH2:13][OH:14])[CH2:10][CH2:9]2)=[CH:4][CH:3]=1.[O:15]1[CH:20]=[CH:19][CH2:18][CH2:17][CH2:16]1.C1(C)C=CC(S(O)(=O)=O)=CC=1. Product: [F:1][C:2]1[CH:3]=[CH:4][C:5]([CH:8]2[CH2:9][CH2:10][CH:11]([CH2:13][O:14][CH:16]3[CH2:17][CH2:18][CH2:19][CH2:20][O:15]3)[O:12]2)=[CH:6][N:7]=1. The catalyst class is: 503. (2) Product: [CH3:1][C:2]1[C:3]([CH2:8][N:9]([CH2:14][C:15]2[C:20]([CH3:21])=[CH:19][CH:18]=[CH:17][N:16]=2)[CH2:10][CH2:11][CH2:12][NH:13][C:27](=[O:28])[C:26]2[CH:30]=[CH:31][C:23]([OH:22])=[N:24][CH:25]=2)=[N:4][CH:5]=[CH:6][CH:7]=1. Reactant: [CH3:1][C:2]1[C:3]([CH2:8][N:9]([CH2:14][C:15]2[C:20]([CH3:21])=[CH:19][CH:18]=[CH:17][N:16]=2)[CH2:10][CH2:11][CH2:12][NH2:13])=[N:4][CH:5]=[CH:6][CH:7]=1.[OH:22][C:23]1[CH:31]=[CH:30][C:26]([C:27](O)=[O:28])=[CH:25][N:24]=1.CCN=C=NCCCN(C)C.C1C=CC2N(O)N=NC=2C=1.CCN(C(C)C)C(C)C. The catalyst class is: 3. (3) Reactant: Cl[C:2]1[N:7]=[C:6]([CH3:8])[N:5]=[C:4]([NH:9][C@@H:10]2[CH2:15][CH2:14][C@H:13]([C:16]([NH:18][CH2:19][C:20]3[CH:25]=[CH:24][CH:23]=[CH:22][C:21]=3[C:26]([F:29])([F:28])[F:27])=[O:17])[CH2:12][CH2:11]2)[N:3]=1.[NH2:30][CH2:31][CH2:32][OH:33].C(=O)([O-])[O-].[K+].[K+]. Product: [OH:33][CH2:32][CH2:31][NH:30][C:2]1[N:7]=[C:6]([CH3:8])[N:5]=[C:4]([NH:9][C@@H:10]2[CH2:15][CH2:14][C@H:13]([C:16]([NH:18][CH2:19][C:20]3[CH:25]=[CH:24][CH:23]=[CH:22][C:21]=3[C:26]([F:29])([F:28])[F:27])=[O:17])[CH2:12][CH2:11]2)[N:3]=1. The catalyst class is: 10. (4) Product: [OH:1][C:2]1[CH:3]=[CH:4][C:5]([CH:8]=[C:9]([O:22][CH3:23])[C:10]([NH:12][CH2:13][CH2:14][CH2:15][CH2:16][CH2:17][CH2:18][CH2:19][CH2:20][CH3:21])=[O:11])=[CH:6][CH:7]=1. Reactant: [OH:1][C:2]1[CH:7]=[CH:6][C:5]([CH2:8][C:9](=[O:22])[C:10]([NH:12][CH2:13][CH2:14][CH2:15][CH2:16][CH2:17][CH2:18][CH2:19][CH2:20][CH3:21])=[O:11])=[CH:4][CH:3]=1.[CH3:23]OC(OC)OC.C12(CS(O)(=O)=O)C(C)(C)C(CC1)CC2=O.C(=O)([O-])O.[Na+]. The catalyst class is: 5. (5) Reactant: [F-].C([N+](CCCC)(CCCC)CCCC)CCC.[Si]([O:26][C@@H:27]([CH3:55])[C@H:28]([N:47]1[CH:51]=[C:50]([C:52]([NH2:54])=[O:53])[N:49]=[CH:48]1)[CH2:29][CH2:30][C:31]1[C:36]2[N:37]=[C:38]([C:40]3[CH:45]=[CH:44][C:43]([Cl:46])=[CH:42][CH:41]=3)[O:39][C:35]=2[CH:34]=[CH:33][CH:32]=1)(C(C)(C)C)(C)C.CCOC(C)=O.O. Product: [ClH:46].[OH:26][C@@H:27]([CH3:55])[C@H:28]([N:47]1[CH:51]=[C:50]([C:52]([NH2:54])=[O:53])[N:49]=[CH:48]1)[CH2:29][CH2:30][C:31]1[C:36]2[N:37]=[C:38]([C:40]3[CH:41]=[CH:42][C:43]([Cl:46])=[CH:44][CH:45]=3)[O:39][C:35]=2[CH:34]=[CH:33][CH:32]=1. The catalyst class is: 1.